From a dataset of Reaction yield outcomes from USPTO patents with 853,638 reactions. Predict the reaction yield, written as a fraction of the theoretical maximum amount of product (1.0 means a 100% yield; for example, 0.34 means a 34% yield). The reactants are [NH2:1][C:2]1[C:7]([C:8]([C:10]2[CH:11]=[N:12][C:13]([NH:16][CH2:17][CH2:18][O:19][CH3:20])=[CH:14][CH:15]=2)=[O:9])=[CH:6][C:5](Br)=[CH:4][N:3]=1.[CH3:22][O:23][C:24]1[CH:25]=[C:26](B(O)O)[CH:27]=[CH:28][C:29]=1[O:30][CH3:31].C(#N)C.C(=O)([O-])[O-].[Na+].[Na+]. The catalyst is O.Cl[Pd-2](Cl)(P(C1C=CC=CC=1)(C1C=CC=CC=1)C1C=CC=CC=1)P(C1C=CC=CC=1)(C1C=CC=CC=1)C1C=CC=CC=1. The product is [NH2:1][C:2]1[C:7]([C:8]([C:10]2[CH:11]=[N:12][C:13]([NH:16][CH2:17][CH2:18][O:19][CH3:20])=[CH:14][CH:15]=2)=[O:9])=[CH:6][C:5]([C:27]2[CH:26]=[CH:25][C:24]([O:23][CH3:22])=[C:29]([O:30][CH3:31])[CH:28]=2)=[CH:4][N:3]=1. The yield is 0.740.